This data is from Reaction yield outcomes from USPTO patents with 853,638 reactions. The task is: Predict the reaction yield, written as a fraction of the theoretical maximum amount of product (1.0 means a 100% yield; for example, 0.34 means a 34% yield). (1) The reactants are [Cl:1][C:2]1[CH:10]=[CH:9][C:5]([C:6]([OH:8])=O)=[C:4]([SH:11])[CH:3]=1.[C:12]([C:14]1[N:19]=[C:18]([CH2:20][CH2:21][C:22]([O:24][C:25]([CH3:28])([CH3:27])[CH3:26])=[O:23])[CH:17]=[CH:16][CH:15]=1)#[N:13]. The catalyst is N1C=CC=CC=1. The product is [Cl:1][C:2]1[CH:10]=[CH:9][C:5]2[C:6](=[O:8])[N:13]=[C:12]([C:14]3[N:19]=[C:18]([CH2:20][CH2:21][C:22]([O:24][C:25]([CH3:28])([CH3:27])[CH3:26])=[O:23])[CH:17]=[CH:16][CH:15]=3)[S:11][C:4]=2[CH:3]=1. The yield is 0.510. (2) The yield is 0.760. The product is [N+:34]([C:37]1[CH:44]=[CH:43][C:40]([CH2:41][N:22]2[CH2:23][CH2:24][CH:19]([N:8]3[C@H:7]([C:1]4[CH:2]=[CH:3][CH:4]=[CH:5][CH:6]=4)[CH2:11][N:10]([CH:12]4[CH2:13][CH2:14][O:15][CH2:16][CH2:17]4)[C:9]3=[O:18])[CH2:20][CH2:21]2)=[CH:39][CH:38]=1)([O-:36])=[O:35]. The catalyst is CC#N. The reactants are [C:1]1([C@@H:7]2[CH2:11][N:10]([CH:12]3[CH2:17][CH2:16][O:15][CH2:14][CH2:13]3)[C:9](=[O:18])[N:8]2[CH:19]2[CH2:24][CH2:23][NH:22][CH2:21][CH2:20]2)[CH:6]=[CH:5][CH:4]=[CH:3][CH:2]=1.C(N(C(C)C)CC)(C)C.[N+:34]([C:37]1[CH:44]=[CH:43][C:40]([CH2:41]Br)=[CH:39][CH:38]=1)([O-:36])=[O:35]. (3) The reactants are [NH2:1][C:2]1[N:10]=[CH:9][N:8]=[C:7]2[C:3]=1[N:4]=[CH:5][N:6]2[C@H:11]1[C@H:15]([OH:16])[C@H:14]([OH:17])[CH:13]=[CH:12]1. The catalyst is CO.[Pd]. The product is [NH2:1][C:2]1[N:10]=[CH:9][N:8]=[C:7]2[C:3]=1[N:4]=[CH:5][N:6]2[C@@H:11]1[CH2:12][CH2:13][C@@H:14]([OH:17])[C@H:15]1[OH:16]. The yield is 0.750. (4) The reactants are [BrH:1].[F:2][C:3]1[CH:9]=[CH:8][C:6](N)=[CH:5][C:4]=1[O:10][CH3:11].N([O-])=O.[Na+]. The catalyst is O.[Cu]Br. The product is [Br:1][C:6]1[CH:8]=[CH:9][C:3]([F:2])=[C:4]([O:10][CH3:11])[CH:5]=1. The yield is 0.700.